This data is from Full USPTO retrosynthesis dataset with 1.9M reactions from patents (1976-2016). The task is: Predict the reactants needed to synthesize the given product. (1) The reactants are: [OH-].[Na+].C([O:5][C:6]([CH:8]1[CH2:12][CH2:11][CH2:10][N:9]1[C:13](=[O:36])[CH2:14][O:15][C:16]1[CH:21]=[CH:20][CH:19]=[CH:18][C:17]=1[CH2:22][C:23]1[NH:24][C:25](=[O:35])[C:26]2[NH:31][N:30]=[C:29]([CH:32]([CH3:34])[CH3:33])[C:27]=2[N:28]=1)=[O:7])C.Cl. Given the product [CH:32]([C:29]1[C:27]2[N:28]=[C:23]([CH2:22][C:17]3[CH:18]=[CH:19][CH:20]=[CH:21][C:16]=3[O:15][CH2:14][C:13]([N:9]3[CH2:10][CH2:11][CH2:12][CH:8]3[C:6]([OH:7])=[O:5])=[O:36])[NH:24][C:25](=[O:35])[C:26]=2[NH:31][N:30]=1)([CH3:34])[CH3:33], predict the reactants needed to synthesize it. (2) Given the product [S:1]1[C:5]2[CH:6]=[C:7]([N:10]3[CH2:14][CH2:13][N:12]([C:17]4[CH:18]=[N:19][CH:20]=[CH:21][C:22]=4[CH:23]([OH:25])[CH3:24])[C:11]3=[O:15])[CH:8]=[CH:9][C:4]=2[N:3]=[CH:2]1, predict the reactants needed to synthesize it. The reactants are: [S:1]1[C:5]2[CH:6]=[C:7]([N:10]3[CH2:14][CH2:13][NH:12][C:11]3=[O:15])[CH:8]=[CH:9][C:4]=2[N:3]=[CH:2]1.Br[C:17]1[CH:18]=[N:19][CH:20]=[CH:21][C:22]=1[CH:23]([OH:25])[CH3:24].N[C@@H]1CCCC[C@H]1N.P([O-])([O-])([O-])=O.[K+].[K+].[K+].